This data is from Catalyst prediction with 721,799 reactions and 888 catalyst types from USPTO. The task is: Predict which catalyst facilitates the given reaction. (1) Reactant: [Br:1][C:2]1[N:3]=[C:4]([C@H:12]2[CH2:17][CH2:16][C@H:15]([CH2:18][NH2:19])[CH2:14][CH2:13]2)[N:5]2[CH:10]=[CH:9][N:8]=[C:7]([CH3:11])[C:6]=12.C(N(CC)CC)C.[C:27](Cl)(=[O:30])[O:28][CH3:29].O. Product: [CH3:29][O:28][C:27](=[O:30])[NH:19][CH2:18][C@H:15]1[CH2:16][CH2:17][C@H:12]([C:4]2[N:5]3[CH:10]=[CH:9][N:8]=[C:7]([CH3:11])[C:6]3=[C:2]([Br:1])[N:3]=2)[CH2:13][CH2:14]1. The catalyst class is: 4. (2) Product: [CH:10]1[C:11]2[N:12]([CH2:15][CH2:16][CH2:17][N:18]([CH2:31][CH3:32])[S:19]([C:22]3[CH:27]=[CH:26][CH:25]=[CH:24][C:23]=3[N+:28]([O-:30])=[O:29])(=[O:20])=[O:21])[C:13]3[C:5](=[CH:4][CH:3]=[CH:2][CH:1]=3)[C:6]=2[CH:7]=[CH:8][CH:9]=1. The catalyst class is: 3. Reactant: [CH:1]1[C:13]2[NH:12][C:11]3[C:6](=[CH:7][CH:8]=[CH:9][CH:10]=3)[C:5]=2[CH:4]=[CH:3][CH:2]=1.Br[CH2:15][CH2:16][CH2:17][N:18]([CH2:31][CH3:32])[S:19]([C:22]1[CH:27]=[CH:26][CH:25]=[CH:24][C:23]=1[N+:28]([O-:30])=[O:29])(=[O:21])=[O:20].[H-].[Na+].CCCCCC.C(OCC)(=O)C. (3) Reactant: [CH:1]1([CH2:4][NH:5][N:6]2[C:15]3[C:10](=[CH:11][CH:12]=[CH:13][CH:14]=3)[C:9]([OH:16])=[C:8]([C:17]3[NH:22][C:21]4[CH:23]=[CH:24][C:25]([O:27][CH2:28][C:29]([OH:31])=O)=[CH:26][C:20]=4[S:19](=[O:33])(=[O:32])[N:18]=3)[C:7]2=[O:34])[CH2:3][CH2:2]1.Cl.C[N:37]([CH3:46])[CH2:38][CH2:39][CH2:40][N:41]=C=NCC.ON1C2C=CC=CC=2N=N1.C(OC(=O)NC1CCNC1)(C)(C)C. Product: [NH2:41][CH:40]1[CH2:39][CH2:38][N:37]([C:29](=[O:31])[CH2:28][O:27][C:25]2[CH:24]=[CH:23][C:21]3[NH:22][C:17]([C:8]4[C:7](=[O:34])[N:6]([NH:5][CH2:4][CH:1]5[CH2:2][CH2:3]5)[C:15]5[C:10]([C:9]=4[OH:16])=[CH:11][CH:12]=[CH:13][CH:14]=5)=[N:18][S:19](=[O:32])(=[O:33])[C:20]=3[CH:26]=2)[CH2:46]1. The catalyst class is: 42. (4) Reactant: [Si]([O:18][CH2:19][CH2:20][CH:21]1[CH2:23][CH:22]1[C@@H:24]([NH:29][C:30](=[O:36])[O:31][C:32]([CH3:35])([CH3:34])[CH3:33])[CH2:25][CH:26]([CH3:28])[CH3:27])(C(C)(C)C)(C1C=CC=CC=1)C1C=CC=CC=1.CCCC[N+](CCCC)(CCCC)CCCC.[F-]. Product: [OH:18][CH2:19][CH2:20][CH:21]1[CH2:23][CH:22]1[C@@H:24]([NH:29][C:30](=[O:36])[O:31][C:32]([CH3:33])([CH3:35])[CH3:34])[CH2:25][CH:26]([CH3:28])[CH3:27]. The catalyst class is: 1. (5) The catalyst class is: 49. Product: [CH:21]1([C:13]2[C:12]([N:24]([S:30]([CH3:33])(=[O:32])=[O:31])[CH2:25][CH2:26][CH:36]3[CH2:35][O:34][CH2:37]3)=[CH:11][C:10]3[C:15](=[C:16]([C:17]([NH:19][CH3:20])=[O:18])[N:8]([C:5]4[CH:6]=[CH:7][C:41]([CH3:46])=[CH:42][N:66]=4)[N:9]=3)[CH:14]=2)[CH2:23][CH2:22]1. Reactant: ClC1[CH:7]=[CH:6][C:5]([N:8]2[C:16]([C:17]([NH:19][CH3:20])=[O:18])=[C:15]3[C:10]([CH:11]=[C:12]([N:24]([S:30]([CH3:33])(=[O:32])=[O:31])[CH2:25][CH2:26]CC=C)[C:13]([CH:21]4[CH2:23][CH2:22]4)=[CH:14]3)=[N:9]2)=CC=1.[O:34]1[CH2:37][CH:36](CCO)[CH2:35]1.[C:41]1(P(C2C=CC=CC=2)C2C=CC=CC=2)[CH:46]=CC=C[CH:42]=1.CC(OC(/[N:66]=N/C(OC(C)C)=O)=O)C. (6) The catalyst class is: 1. Reactant: [C:1](/[C:3](=[CH:9]\[C:10]1[C:15]([Cl:16])=[CH:14][CH:13]=[CH:12][C:11]=1[Cl:17])/[C:4]([O:6][CH2:7][CH3:8])=[O:5])#[N:2].[C:18]1([Mg]Br)[C:27]2[C:22](=[CH:23][CH:24]=[CH:25][CH:26]=2)[CH:21]=[CH:20][CH:19]=1. Product: [C:1]([CH:3]([CH:9]([C:10]1[C:11]([Cl:17])=[CH:12][CH:13]=[CH:14][C:15]=1[Cl:16])[C:26]1[C:27]2[C:22](=[CH:21][CH:20]=[CH:19][CH:18]=2)[CH:23]=[CH:24][CH:25]=1)[C:4]([O:6][CH2:7][CH3:8])=[O:5])#[N:2]. (7) Reactant: [F:1][C:2]1[C:3]([N:39]2[CH:44]=[CH:43][C:42]([CH3:45])=[CH:41][C:40]2=[O:46])=[CH:4][C:5]([O:37][CH3:38])=[C:6]([N:8]2[C:17]3[C:12](=[CH:13][C:14]([S:18]([N:21]([C:31]4[CH:35]=[CH:34][O:33][N:32]=4)CC4C=CC(OC)=CC=4)(=[O:20])=[O:19])=[CH:15][CH:16]=3)[CH:11]=[CH:10][C:9]2=[O:36])[CH:7]=1. Product: [F:1][C:2]1[C:3]([N:39]2[CH:44]=[CH:43][C:42]([CH3:45])=[CH:41][C:40]2=[O:46])=[CH:4][C:5]([O:37][CH3:38])=[C:6]([N:8]2[C:17]3[C:12](=[CH:13][C:14]([S:18]([NH:21][C:31]4[CH:35]=[CH:34][O:33][N:32]=4)(=[O:19])=[O:20])=[CH:15][CH:16]=3)[CH:11]=[CH:10][C:9]2=[O:36])[CH:7]=1. The catalyst class is: 67. (8) Reactant: [CH3:1][N:2]([C:6]1[CH:11]=[CH:10][CH:9]=[CH:8][CH:7]=1)[C:3]([NH2:5])=[S:4].[CH2:12]([O:14][C:15](=[O:21])[CH:16](Cl)[C:17](=O)[CH3:18])[CH3:13]. Product: [CH2:12]([O:14][C:15]([C:16]1[S:4][C:3]([N:2]([CH3:1])[C:6]2[CH:11]=[CH:10][CH:9]=[CH:8][CH:7]=2)=[N:5][C:17]=1[CH3:18])=[O:21])[CH3:13]. The catalyst class is: 8.